The task is: Predict the reaction yield, written as a fraction of the theoretical maximum amount of product (1.0 means a 100% yield; for example, 0.34 means a 34% yield).. This data is from Reaction yield outcomes from USPTO patents with 853,638 reactions. (1) The reactants are [BH4-].[Na+].[I:3][C:4]1[CH:5]=[C:6]([CH2:10][C:11]([NH:13][CH2:14][CH2:15][O:16][CH3:17])=O)[CH:7]=[CH:8][CH:9]=1.[CH3:18][C:19]([O:22][C:23](O[C:23]([O:22][C:19]([CH3:21])([CH3:20])[CH3:18])=[O:24])=[O:24])([CH3:21])[CH3:20].C(N(CC)CC)C. The catalyst is COCCOC.ClCCl.CN(C1C=CN=CC=1)C.Cl[Ti](Cl)(Cl)Cl. The product is [I:3][C:4]1[CH:5]=[C:6]([CH:7]=[CH:8][CH:9]=1)[CH2:10][CH2:11][N:13]([CH2:14][CH2:15][O:16][CH3:17])[C:23](=[O:24])[O:22][C:19]([CH3:21])([CH3:20])[CH3:18]. The yield is 0.790. (2) The reactants are [N:1]1[CH:6]=[CH:5][C:4]([CH:7]=[CH:8][C:9]#[N:10])=[CH:3][CH:2]=1.C([O-])=O.[NH4+]. The catalyst is C(O)C.O.[C].[Pd]. The product is [N:1]1[CH:6]=[CH:5][C:4]([CH2:7][CH2:8][C:9]#[N:10])=[CH:3][CH:2]=1. The yield is 0.670. (3) The reactants are [CH3:1][C:2]([CH3:9])([CH3:8])[CH2:3][CH:4](O)[CH:5]=[CH2:6].C=CCCC=C.S(Br)([Br:18])=O. The catalyst is ClCCCl. The product is [Br:18][CH2:6]/[CH:5]=[CH:4]/[CH2:3][C:2]([CH3:9])([CH3:8])[CH3:1]. The yield is 0.890. (4) The reactants are [OH:1][C:2]1[CH:9]=[CH:8][C:5]([CH2:6][NH2:7])=[CH:4][CH:3]=1.[BrH:10].BrBr. The catalyst is C(O)(=O)C. The product is [BrH:10].[NH2:7][CH2:6][C:5]1[CH:8]=[CH:9][C:2]([OH:1])=[C:3]([Br:10])[CH:4]=1. The yield is 0.580. (5) The reactants are [CH2:1]([NH:8][C:9]1[CH:14]=[CH:13][C:12]([C:15]2[O:16][C:17]3[CH:23]=[CH:22][CH:21]=[CH:20][C:18]=3[N:19]=2)=[CH:11][C:10]=1[N+:24]([O-])=O)[C:2]1[CH:7]=[CH:6][CH:5]=[CH:4][CH:3]=1.C(O)(=O)C.C(O)C.C(=O)([O-])O.[Na+]. The catalyst is [Fe].C(Cl)(Cl)Cl. The product is [CH2:1]([NH:8][C:9]1[CH:14]=[CH:13][C:12]([C:15]2[O:16][C:17]3[CH:23]=[CH:22][CH:21]=[CH:20][C:18]=3[N:19]=2)=[CH:11][C:10]=1[NH2:24])[C:2]1[CH:3]=[CH:4][CH:5]=[CH:6][CH:7]=1. The yield is 0.280. (6) The reactants are [CH3:1][C:2]1[C:16](=[O:17])[N:15]=[C:14]2[N:4]([C@@H:5]3[O:9][C@H:8]([CH2:10][OH:11])[C@@H:7]([OH:12])[C@@H:6]3[O:13]2)[CH:3]=1.[CH3:18][O:19][CH2:20][CH2:21][O:22]B([O:22][CH2:21][CH2:20][O:19][CH3:18])[O:22][CH2:21][CH2:20][O:19][CH3:18]. The catalyst is COCCO. The product is [CH3:18][O:19][CH2:20][CH2:21][O:22][C@@H:6]1[C@H:7]([OH:12])[C@@H:8]([CH2:10][OH:11])[O:9][C@H:5]1[N:4]1[CH:3]=[C:2]([CH3:1])[C:16](=[O:17])[NH:15][C:14]1=[O:13]. The yield is 0.630.